From a dataset of Forward reaction prediction with 1.9M reactions from USPTO patents (1976-2016). Predict the product of the given reaction. (1) Given the reactants [C:1]([O:5][C:6]([NH:8][CH2:9][CH2:10][CH2:11][CH2:12][CH2:13][C:14]([OH:16])=O)=[O:7])([CH3:4])([CH3:3])[CH3:2].ClC(N(C)C)=C(C)C.[F:25][C:26]1[CH:31]=[CH:30][C:29]([N+:32]([O-:34])=[O:33])=[CH:28][C:27]=1[NH2:35], predict the reaction product. The product is: [F:25][C:26]1[CH:31]=[CH:30][C:29]([N+:32]([O-:34])=[O:33])=[CH:28][C:27]=1[NH:35][C:14](=[O:16])[CH2:13][CH2:12][CH2:11][CH2:10][CH2:9][NH:8][C:6](=[O:7])[O:5][C:1]([CH3:2])([CH3:3])[CH3:4]. (2) Given the reactants [N:1]([CH:4]([C:25]1[CH:30]=[CH:29][C:28]([Cl:31])=[CH:27][CH:26]=1)[C:5]1[N:9]([CH:10]([CH3:12])[CH3:11])[C:8]([C:13]2[CH2:14][CH2:15][N:16]([CH3:19])[CH2:17][CH:18]=2)=[N:7][C:6]=1[C:20]([O:22][CH2:23][CH3:24])=[O:21])=[N+]=[N-], predict the reaction product. The product is: [NH2:1][CH:4]([C:25]1[CH:26]=[CH:27][C:28]([Cl:31])=[CH:29][CH:30]=1)[C:5]1[N:9]([CH:10]([CH3:11])[CH3:12])[C:8]([C:13]2[CH2:14][CH2:15][N:16]([CH3:19])[CH2:17][CH:18]=2)=[N:7][C:6]=1[C:20]([O:22][CH2:23][CH3:24])=[O:21]. (3) Given the reactants Cl[C:2]1[CH:3]=[C:4]([F:30])[C:5]2[O:9][C:8]([C:10]([C:15]3[C:23]4[C:18](=[C:19]([NH:24][S:25]([CH3:28])(=[O:27])=[O:26])[CH:20]=[CH:21][CH:22]=4)[NH:17][CH:16]=3)([CH:12]3[CH2:14][CH2:13]3)[CH3:11])=[CH:7][C:6]=2[CH:29]=1.C(N(CC)CC)C.C(O)C, predict the reaction product. The product is: [CH:12]1([C:10]([C:15]2[C:23]3[C:18](=[C:19]([NH:24][S:25]([CH3:28])(=[O:27])=[O:26])[CH:20]=[CH:21][CH:22]=3)[NH:17][CH:16]=2)([C:8]2[O:9][C:5]3[C:4]([F:30])=[CH:3][CH:2]=[CH:29][C:6]=3[CH:7]=2)[CH3:11])[CH2:14][CH2:13]1. (4) Given the reactants C(OC(=O)C)(=O)C.[Br-].C([NH3+:13])CCC.C([O-])(=O)C.[K+].[C:19]([NH:22][C:23]1[C:32]([CH3:33])=[CH:31][C:26]([C:27]([O:29][CH3:30])=[O:28])=[C:25]([CH3:34])[CH:24]=1)(=[O:21])[CH3:20].N(OCCC(C)C)=O, predict the reaction product. The product is: [C:19]([N:22]1[C:23]2[C:32](=[CH:31][C:26]([C:27]([O:29][CH3:30])=[O:28])=[C:25]([CH3:34])[CH:24]=2)[CH:33]=[N:13]1)(=[O:21])[CH3:20]. (5) Given the reactants O.O.O.[Al:4].[N+:5]([O-:8])([OH:7])=[O:6], predict the reaction product. The product is: [N+:5]([O-:8])([O-:7])=[O:6].[Al+3:4].[N+:5]([O-:8])([O-:7])=[O:6].[N+:5]([O-:8])([O-:7])=[O:6]. (6) Given the reactants [Cl:1][C:2]1[CH:29]=[CH:28][C:5]([C:6]([NH:8][C:9]2([C:22]3[CH:27]=[CH:26][CH:25]=[CH:24][CH:23]=3)[CH2:14][CH2:13][N:12](C(OC(C)(C)C)=O)[CH2:11][CH2:10]2)=[O:7])=[CH:4][C:3]=1[NH:30][C:31]([C:33]1[C:44](=[O:45])[NH:43][C:36]2[N:37]=[C:38]([O:41][CH3:42])[N:39]=[CH:40][C:35]=2[CH:34]=1)=[O:32].FC(F)(F)C(O)=O, predict the reaction product. The product is: [Cl:1][C:2]1[CH:29]=[CH:28][C:5]([C:6](=[O:7])[NH:8][C:9]2([C:22]3[CH:23]=[CH:24][CH:25]=[CH:26][CH:27]=3)[CH2:10][CH2:11][NH:12][CH2:13][CH2:14]2)=[CH:4][C:3]=1[NH:30][C:31]([C:33]1[C:44](=[O:45])[NH:43][C:36]2[N:37]=[C:38]([O:41][CH3:42])[N:39]=[CH:40][C:35]=2[CH:34]=1)=[O:32].